Task: Predict the product of the given reaction.. Dataset: Forward reaction prediction with 1.9M reactions from USPTO patents (1976-2016) (1) Given the reactants [C:1]([O:5][C:6]([N:8]1[CH2:14][CH2:13][C:12]2[CH:15]=[C:16]([O:20][CH3:21])[C:17]([NH2:19])=[CH:18][C:11]=2[CH2:10][CH2:9]1)=[O:7])([CH3:4])([CH3:3])[CH3:2].[CH:22]1[C:27]([S:28](Cl)(=[O:30])=[O:29])=[CH:26][CH:25]=[C:24]([I:32])[CH:23]=1, predict the reaction product. The product is: [C:1]([O:5][C:6]([N:8]1[CH2:9][CH2:10][C:11]2[CH:18]=[C:17]([NH:19][S:28]([C:27]3[CH:22]=[CH:23][C:24]([I:32])=[CH:25][CH:26]=3)(=[O:30])=[O:29])[C:16]([O:20][CH3:21])=[CH:15][C:12]=2[CH2:13][CH2:14]1)=[O:7])([CH3:4])([CH3:3])[CH3:2]. (2) The product is: [CH3:32][C:27]1([CH3:33])[C:28]([CH3:31])([CH3:30])[O:29][B:25]([C:13]2[C:4]3[S:5][C:6]4[CH:12]=[CH:11][CH:10]=[CH:9][C:7]=4[CH2:8][C:2](=[O:1])[C:3]=3[CH:16]=[CH:15][CH:14]=2)[O:26]1. Given the reactants [O:1]=[C:2]1[CH2:8][C:7]2[CH:9]=[CH:10][CH:11]=[CH:12][C:6]=2[S:5][C:4]2[C:13](OS(C(F)(F)F)(=O)=O)=[CH:14][CH:15]=[CH:16][C:3]1=2.[B:25]1([B:25]2[O:29][C:28]([CH3:31])([CH3:30])[C:27]([CH3:33])([CH3:32])[O:26]2)[O:29][C:28]([CH3:31])([CH3:30])[C:27]([CH3:33])([CH3:32])[O:26]1.C([O-])(=O)C.[K+], predict the reaction product. (3) Given the reactants [C:1]([O:9][CH2:10][C:11]1[O:15][N:14]=[C:13]([CH3:16])[CH:12]=1)(=[O:8])[C:2]1[CH:7]=[CH:6][CH:5]=[CH:4][CH:3]=1.CC(O)=O.C1C(=O)N([Br:28])C(=O)C1, predict the reaction product. The product is: [C:1]([O:9][CH2:10][C:11]1[O:15][N:14]=[C:13]([CH3:16])[C:12]=1[Br:28])(=[O:8])[C:2]1[CH:3]=[CH:4][CH:5]=[CH:6][CH:7]=1. (4) Given the reactants [Br:1][C:2]1[S:6][C:5]([NH:7][C:8](=[O:10])[CH3:9])=[N:4][CH:3]=1.O[CH2:12][C@@H:13]([N:21]1[C:29](=[O:30])[C:28]2[C:23](=[CH:24][CH:25]=[CH:26][CH:27]=2)[C:22]1=[O:31])[CH2:14][C:15]1[CH:20]=[CH:19][CH:18]=[CH:17][CH:16]=1.C1(P(C2C=CC=CC=2)C2C=CC=CC=2)C=CC=CC=1.CC(OC(/N=N/C(OC(C)C)=O)=O)C, predict the reaction product. The product is: [Br:1][C:2]1[S:6][C:5]([N:7]([CH2:12][C@@H:13]([N:21]2[C:22](=[O:31])[C:23]3[C:28](=[CH:27][CH:26]=[CH:25][CH:24]=3)[C:29]2=[O:30])[CH2:14][C:15]2[CH:16]=[CH:17][CH:18]=[CH:19][CH:20]=2)[C:8](=[O:10])[CH3:9])=[N:4][CH:3]=1. (5) Given the reactants [NH:1]1[CH:5]=[C:4]([C:6]2[C:7]3[CH:14]=[CH:13][N:12]([CH2:15][O:16][CH2:17][CH2:18][Si:19]([CH3:22])([CH3:21])[CH3:20])[C:8]=3[N:9]=[CH:10][N:11]=2)[CH:3]=[N:2]1.C(#N)C.[N:26]1([C:32]2[CH:33]=[C:34](/[CH:38]=[CH:39]/[C:40]#[N:41])[CH:35]=[N:36][CH:37]=2)[CH2:31][CH2:30][O:29][CH2:28][CH2:27]1.C1CCN2C(=NCCC2)CC1, predict the reaction product. The product is: [N:26]1([C:32]2[CH:33]=[C:34]([CH:38]([N:1]3[CH:5]=[C:4]([C:6]4[C:7]5[CH:14]=[CH:13][N:12]([CH2:15][O:16][CH2:17][CH2:18][Si:19]([CH3:22])([CH3:21])[CH3:20])[C:8]=5[N:9]=[CH:10][N:11]=4)[CH:3]=[N:2]3)[CH2:39][C:40]#[N:41])[CH:35]=[N:36][CH:37]=2)[CH2:31][CH2:30][O:29][CH2:28][CH2:27]1.